Dataset: Catalyst prediction with 721,799 reactions and 888 catalyst types from USPTO. Task: Predict which catalyst facilitates the given reaction. (1) Reactant: C[O:2][CH:3](OC)[C:4]1[CH:9]=[CH:8][C:7]([C:10]2[CH:11]=[N:12][C:13]([O:16][Si](C(C)(C)C)(C3C=CC=CC=3)C3C=CC=CC=3)=[N:14][CH:15]=2)=[CH:6][CH:5]=1.Cl. Product: [O:16]=[C:13]1[N:12]=[CH:11][C:10]([C:7]2[CH:8]=[CH:9][C:4]([CH:3]=[O:2])=[CH:5][CH:6]=2)=[CH:15][NH:14]1. The catalyst class is: 1. (2) Reactant: [CH3:1][CH:2]([OH:7])[CH2:3][CH2:4][CH2:5][Br:6].ClC(Cl)(Cl)C(=N)O[CH2:12][C:13]1[CH:18]=[CH:17][CH:16]=[CH:15][CH:14]=1.C1CCCCC1.FC(F)(F)S(O)(=O)=O. Product: [Br:6][CH2:5][CH2:4][CH2:3][CH:2]([CH3:1])[O:7][CH2:12][C:13]1[CH:18]=[CH:17][CH:16]=[CH:15][CH:14]=1. The catalyst class is: 4. (3) The catalyst class is: 1. Reactant: [CH3:1][C:2]1[C:6]([C:7]2[CH:8]=[C:9]([C:17]([O:19]C)=O)[C:10]3[NH:14][C:13](=[O:15])[NH:12][C:11]=3[CH:16]=2)=[C:5]([CH3:21])[O:4][N:3]=1.[CH:22]([Mg]Br)([CH3:24])[CH3:23]. Product: [CH3:1][C:2]1[C:6]([C:7]2[CH:8]=[C:9]([C:17](=[O:19])[CH:22]([CH3:24])[CH3:23])[C:10]3[NH:14][C:13](=[O:15])[NH:12][C:11]=3[CH:16]=2)=[C:5]([CH3:21])[O:4][N:3]=1. (4) Product: [C@H:11]([NH:15][C:16]1[S:17][C:18]2[CH:24]=[C:23]([CH:25]([C:31]([C:30]3[CH:35]=[CH:36][CH:37]=[CH:38][C:29]=3[F:28])=[O:32])[C:26]#[N:27])[CH:22]=[CH:21][C:19]=2[N:20]=1)([CH2:13][CH3:14])[CH3:12]. The catalyst class is: 1. Reactant: C[Si]([N-][Si](C)(C)C)(C)C.[Li+].[C@H:11]([NH:15][C:16]1[S:17][C:18]2[CH:24]=[C:23]([CH2:25][C:26]#[N:27])[CH:22]=[CH:21][C:19]=2[N:20]=1)([CH2:13][CH3:14])[CH3:12].[F:28][C:29]1[CH:38]=[CH:37][CH:36]=[CH:35][C:30]=1[C:31](OC)=[O:32].Cl. (5) Reactant: [NH2:1][CH2:2][CH2:3][C:4]1[CH:20]=[CH:19][C:7]([O:8][C:9]2[CH:14]=[CH:13][C:12]([NH:15][C:16](=[O:18])[CH3:17])=[CH:11][CH:10]=2)=[CH:6][CH:5]=1.[CH:21](=O)[C:22]1[CH:27]=[CH:26][CH:25]=[CH:24][CH:23]=1. Product: [CH2:21]([NH:1][CH2:2][CH2:3][C:4]1[CH:20]=[CH:19][C:7]([O:8][C:9]2[CH:14]=[CH:13][C:12]([NH:15][C:16](=[O:18])[CH3:17])=[CH:11][CH:10]=2)=[CH:6][CH:5]=1)[C:22]1[CH:27]=[CH:26][CH:25]=[CH:24][CH:23]=1. The catalyst class is: 5. (6) The catalyst class is: 4. Reactant: [N+:1]([C:4]1[CH:9]=[CH:8][CH:7]=[CH:6][C:5]=1[S:10](Cl)(=[O:12])=[O:11])([O-:3])=[O:2].C(N(CC)CC)C.[CH:21]1([NH2:27])[CH2:26][CH2:25][CH2:24][CH2:23][CH2:22]1. Product: [CH:21]1([NH:27][S:10]([C:5]2[CH:6]=[CH:7][CH:8]=[CH:9][C:4]=2[N+:1]([O-:3])=[O:2])(=[O:12])=[O:11])[CH2:26][CH2:25][CH2:24][CH2:23][CH2:22]1.